Dataset: Full USPTO retrosynthesis dataset with 1.9M reactions from patents (1976-2016). Task: Predict the reactants needed to synthesize the given product. (1) Given the product [CH:7]([N:6]1[C:2]2[N:1]=[C:30]3[CH:24]([CH3:25])[N:23]([CH3:21])[CH2:32][CH2:31][N:15]3[C:13](=[O:14])[C:3]=2[CH:4]=[N:5]1)([CH3:8])[CH3:12], predict the reactants needed to synthesize it. The reactants are: [NH2:1][C:2]1[N:6]([C:7]2[CH:12]=CC=C[CH:8]=2)[N:5]=[CH:4][C:3]=1[C:13]([NH2:15])=[O:14].C(O[C:21]([NH:23][CH:24]([CH3:30])[C:25](OCC)=O)=O)(C)(C)C.[C:31](OC(NCC(OCC)=O)=O)(C)(C)[CH3:32]. (2) Given the product [I:1][C:2]1[CH:11]=[CH:10][C:5]([C:6]([NH:13][NH2:14])=[O:7])=[CH:4][CH:3]=1, predict the reactants needed to synthesize it. The reactants are: [I:1][C:2]1[CH:11]=[CH:10][C:5]([C:6](OC)=[O:7])=[CH:4][CH:3]=1.O.[NH2:13][NH2:14].O. (3) Given the product [Br:1][C:2]1[CH:3]=[CH:4][C:5]([C:8]([CH3:14])([CH3:13])[C:9]([OH:11])=[O:10])=[CH:6][CH:7]=1, predict the reactants needed to synthesize it. The reactants are: [Br:1][C:2]1[CH:7]=[CH:6][C:5]([C:8]([CH3:14])([CH3:13])[C:9]([O:11]C)=[O:10])=[CH:4][CH:3]=1.[OH-].[K+]. (4) Given the product [NH2:11][C:12]1[CH:17]=[N:16][CH:15]=[C:14]([O:8][CH2:1][C:2]2[CH:7]=[CH:6][CH:5]=[CH:4][CH:3]=2)[N:13]=1, predict the reactants needed to synthesize it. The reactants are: [CH2:1]([OH:8])[C:2]1[CH:7]=[CH:6][CH:5]=[CH:4][CH:3]=1.[H-].[Na+].[NH2:11][C:12]1[CH:17]=[N:16][CH:15]=[C:14](Cl)[N:13]=1. (5) Given the product [Cl:28][C:25]1[CH:26]=[CH:27][C:22]([CH2:21][N:4]2[C:3](=[O:2])[CH:8]=[N:7][N:6]([C:9]3[CH:10]=[C:11]([NH:15][C:16](=[O:18])[CH3:17])[CH:12]=[CH:13][CH:14]=3)[C:5]2=[O:19])=[C:23]([F:29])[CH:24]=1, predict the reactants needed to synthesize it. The reactants are: C[O:2][C:3]1[CH:8]=[N:7][N:6]([C:9]2[CH:10]=[C:11]([NH:15][C:16](=[O:18])[CH3:17])[CH:12]=[CH:13][CH:14]=2)[C:5](=[O:19])[N:4]=1.Br[CH2:21][C:22]1[CH:27]=[CH:26][C:25]([Cl:28])=[CH:24][C:23]=1[F:29].[I-].[Na+]. (6) Given the product [CH2:22]([C@H:10]1[CH2:9][NH:8][CH2:12][C@@H:11]1[CH2:13][N:14]([CH2:30][C:31]1[NH:36][C:35](=[O:37])[NH:34][C:33](=[O:38])[CH:32]=1)[C:15]1[CH:16]=[CH:17][C:18]([Cl:21])=[CH:19][CH:20]=1)[C:23]1[CH:24]=[CH:25][CH:26]=[CH:27][CH:28]=1, predict the reactants needed to synthesize it. The reactants are: C(OC([N:8]1[CH2:12][C@H:11]([CH2:13][NH:14][C:15]2[CH:20]=[CH:19][C:18]([Cl:21])=[CH:17][CH:16]=2)[C@@H:10]([CH2:22][C:23]2[CH:28]=[CH:27][CH:26]=[CH:25][CH:24]=2)[CH2:9]1)=O)(C)(C)C.Cl[CH2:30][C:31]1[NH:36][C:35](=[O:37])[NH:34][C:33](=[O:38])[CH:32]=1.CC#N.O.CC#N. (7) Given the product [CH3:29][O:30][C:31](=[O:40])[C:32]1[CH:37]=[CH:36][CH:35]=[C:34]([CH2:38][N:26]2[CH2:25][CH2:24][CH:23]([C:16]3[C:17]4[C:18](=[N:19][CH:20]=[CH:21][CH:22]=4)[N:14]([CH2:13][C:10]4[CH:11]=[CH:12][O:8][CH:9]=4)[CH:15]=3)[CH2:28][CH2:27]2)[CH:33]=1, predict the reactants needed to synthesize it. The reactants are: C(N(CC)CC)C.[O:8]1[CH:12]=[CH:11][C:10]([CH2:13][N:14]2[C:18]3=[N:19][CH:20]=[CH:21][CH:22]=[C:17]3[C:16]([CH:23]3[CH2:28][CH2:27][NH:26][CH2:25][CH2:24]3)=[CH:15]2)=[CH:9]1.[CH3:29][O:30][C:31](=[O:40])[C:32]1[CH:37]=[CH:36][CH:35]=[C:34]([CH2:38]Br)[CH:33]=1. (8) Given the product [CH3:1][N:2]1[C:14]2[CH2:13][CH2:12][CH:11]([CH2:22][N:18]3[CH:19]=[CH:20][N:21]=[C:17]3[CH3:16])[C:10](=[O:15])[C:9]=2[C:8]2[C:3]1=[CH:4][CH:5]=[CH:6][CH:7]=2, predict the reactants needed to synthesize it. The reactants are: [CH3:1][N:2]1[C:14]2[CH2:13][CH2:12][CH2:11][C:10](=[O:15])[C:9]=2[C:8]2[C:3]1=[CH:4][CH:5]=[CH:6][CH:7]=2.[CH3:16][C:17]1[NH:18][CH:19]=[CH:20][N:21]=1.[CH3:22]N(CN(C)C)C.Cl[Si](C)(C)C. (9) The reactants are: [Cl:1][C:2]1[CH:7]=[CH:6][C:5]([C@@:8]2([O:19][CH3:20])[C@H:13]([OH:14])[C@@H:12]([OH:15])[C@H:11]([OH:16])[C@@H:10]([CH2:17][OH:18])[O:9]2)=[CH:4][C:3]=1[CH2:21][C:22]1[CH:23]=[CH:24][C:25]2[O:29][CH2:28][CH2:27][C:26]=2[CH:30]=1.[C:31]([Si:35]([CH3:38])([CH3:37])Cl)([CH3:34])([CH3:33])[CH3:32]. Given the product [Si:35]([O:18][CH2:17][C@H:10]1[O:9][C@:8]([C:5]2[CH:6]=[CH:7][C:2]([Cl:1])=[C:3]([CH2:21][C:22]3[CH:23]=[CH:24][C:25]4[O:29][CH2:28][CH2:27][C:26]=4[CH:30]=3)[CH:4]=2)([O:19][CH3:20])[C@H:13]([OH:14])[C@@H:12]([OH:15])[C@@H:11]1[OH:16])([C:31]([CH3:34])([CH3:33])[CH3:32])([CH3:38])[CH3:37], predict the reactants needed to synthesize it.